This data is from Full USPTO retrosynthesis dataset with 1.9M reactions from patents (1976-2016). The task is: Predict the reactants needed to synthesize the given product. (1) Given the product [C:1]([OH:8])(=[O:7])[CH2:2][CH2:3][C:4]([OH:6])=[O:5].[Cl:9][C:10]1[CH:20]=[CH:19][C:13]2[CH2:14][CH2:15][NH:16][CH2:17][CH2:18][C:12]=2[C:11]=1[CH2:21][S:22][C:23]1[CH:24]=[CH:25][C:26]([C:29]2[N:30]=[C:31]([NH:34][CH2:35][CH:36]3[CH2:38][CH2:37]3)[S:32][CH:33]=2)=[CH:27][CH:28]=1, predict the reactants needed to synthesize it. The reactants are: [C:1]([OH:8])(=[O:7])[CH2:2][CH2:3][C:4]([OH:6])=[O:5].[Cl:9][C:10]1[CH:20]=[CH:19][C:13]2[CH2:14][CH2:15][NH:16][CH2:17][CH2:18][C:12]=2[C:11]=1[CH2:21][S:22][C:23]1[CH:28]=[CH:27][C:26]([C:29]2[N:30]=[C:31]([NH:34][CH2:35][CH:36]3[CH2:38][CH2:37]3)[S:32][CH:33]=2)=[CH:25][CH:24]=1. (2) Given the product [CH3:11][C:2]([C:12]1[CH:13]=[CH:14][C:15]([C:18](=[O:36])[NH:19][C:20]2[CH:25]=[C:24]([C:26]3[CH:27]=[CH:28][CH:29]=[CH:30][CH:31]=3)[N:23]3[N:32]=[C:33]([CH3:35])[CH:34]=[C:22]3[N:21]=2)=[CH:16][CH:17]=1)([CH3:1])[CH2:3][NH:4][C:5](=[O:10])[C:6]([OH:8])=[O:7], predict the reactants needed to synthesize it. The reactants are: [CH3:1][C:2]([C:12]1[CH:17]=[CH:16][C:15]([C:18](=[O:36])[NH:19][C:20]2[CH:25]=[C:24]([C:26]3[CH:31]=[CH:30][CH:29]=[CH:28][CH:27]=3)[N:23]3[N:32]=[C:33]([CH3:35])[CH:34]=[C:22]3[N:21]=2)=[CH:14][CH:13]=1)([CH3:11])[CH2:3][NH:4][C:5](=[O:10])[C:6]([O:8]C)=[O:7].[OH-].[Li+].Cl. (3) Given the product [CH3:28][NH:29][C:7]([CH:6]1[CH2:5][CH2:4][N:3]([C:10]2[CH:15]=[CH:14][C:13]([O:16][CH2:17][C:18]3[CH:23]=[CH:22][C:21]([C:24]([F:27])([F:26])[F:25])=[CH:20][CH:19]=3)=[CH:12][CH:11]=2)[C:2]1=[O:1])=[O:8], predict the reactants needed to synthesize it. The reactants are: [O:1]=[C:2]1[CH:6]([C:7](O)=[O:8])[CH2:5][CH2:4][N:3]1[C:10]1[CH:15]=[CH:14][C:13]([O:16][CH2:17][C:18]2[CH:23]=[CH:22][C:21]([C:24]([F:27])([F:26])[F:25])=[CH:20][CH:19]=2)=[CH:12][CH:11]=1.[CH3:28][NH2:29]. (4) Given the product [CH3:19][O:20][C:21](=[O:27])[C@@H:22]([NH:24][C:25]([N:16]1[CH2:17][CH2:18][N:13]([C:6]2[C:5]3[C:10](=[CH:11][C:2]([Cl:1])=[CH:3][CH:4]=3)[N:9]=[C:8]([NH2:12])[CH:7]=2)[CH2:14][CH2:15]1)=[O:26])[CH3:23], predict the reactants needed to synthesize it. The reactants are: [Cl:1][C:2]1[CH:11]=[C:10]2[C:5]([C:6]([N:13]3[CH2:18][CH2:17][NH:16][CH2:15][CH2:14]3)=[CH:7][C:8]([NH2:12])=[N:9]2)=[CH:4][CH:3]=1.[CH3:19][O:20][C:21](=[O:27])[CH:22]([N:24]=[C:25]=[O:26])[CH3:23].C(N(C(C)C)CC)(C)C. (5) Given the product [CH:14]1([C:12]([N:9]2[CH2:10][CH2:11][N:6]([CH2:5][C:4]3[C:3]([CH3:24])=[C:2]([NH:1][C:61]([C@H:58]4[CH2:59][CH2:60][NH:56][CH2:57]4)=[O:62])[CH:22]=[C:21]([F:23])[CH:20]=3)[CH2:7][C@@H:8]2[CH3:19])=[O:13])[CH2:18][CH2:17][CH2:16][CH2:15]1, predict the reactants needed to synthesize it. The reactants are: [NH2:1][C:2]1[C:3]([CH3:24])=[C:4]([CH:20]=[C:21]([F:23])[CH:22]=1)[CH2:5][N:6]1[CH2:11][CH2:10][N:9]([C:12]([CH:14]2[CH2:18][CH2:17][CH2:16][CH2:15]2)=[O:13])[C@@H:8]([CH3:19])[CH2:7]1.CN(C(ON1N=NC2C=CC=NC1=2)=[N+](C)C)C.F[P-](F)(F)(F)(F)F.C(OC([N:56]1[CH2:60][CH2:59][C@H:58]([C:61](O)=[O:62])[CH2:57]1)=O)(C)(C)C.CCN(C(C)C)C(C)C.C(O)(C(F)(F)F)=O.